This data is from Experimentally validated miRNA-target interactions with 360,000+ pairs, plus equal number of negative samples. The task is: Binary Classification. Given a miRNA mature sequence and a target amino acid sequence, predict their likelihood of interaction. (1) Result: 0 (no interaction). The protein sequence of the target gene is MSIEKIWAREILDSRGNPTVEVDLYTAKGLFRAAVPSGASTGIYEALELRDGDKQRYLGKGVLKAVDHINSRIAPALISSGISVVEQEKLDNLMLELDGTENKSKFGANAILGVSLAVCKAGAAERDLPLYRHIAQLAGNSDLILPVPAFNVINGGSHAGNKLAMQEFMILPVGAESFRDAMRLGAEVYHTLKGVIKDKYGKDATNVGDEGGFAPNILENSEALELVKEAIDKAGYTEKMVIGMDVAASEFYRDGKYDLDFKSPADPSRYITGDQLGALYQDFVRNYPVVSIEDPFDQDD.... The miRNA is mmu-miR-155-3p with sequence CUCCUACCUGUUAGCAUUAAC. (2) The miRNA is mmu-miR-345-5p with sequence GCUGACCCCUAGUCCAGUGCUU. The protein sequence of the target gene is MEEKQQIILANQDGGTVTGGAPTFFVILKQPGNGKTDQGILVTNRDARALLSRESSPGKSKEKICLPADCTVGKITVTLDNNSMWNEFHNRSTEMILTKQGRRMFPYCRYWITGLDSNLKYILVMDISPVDSHRYKWNGRWWEPSGKAEPHILGRVFIHPESPSTGHYWMHQPVSFYKLKLTNNTLDQEGHIILHSMHRYLPRLHLVPAEKATEVIQLNGPGVHTFTFPQTEFFAVTAYQNIQITQLKIDYNPFAKGFRDDGLSSKPQREGKQRNSSDQEGNSVSSSPAHRVRLTEGEGS.... Result: 0 (no interaction).